Task: Predict the reaction yield, written as a fraction of the theoretical maximum amount of product (1.0 means a 100% yield; for example, 0.34 means a 34% yield).. Dataset: Reaction yield outcomes from USPTO patents with 853,638 reactions (1) The catalyst is [Cu]I.CCCCCC.C(OCC)(=O)C.CC(O)C. The reactants are [O-]P([O-])([O-])=O.[K+].[K+].[K+].[NH:9]1[CH2:13][CH2:12][CH2:11][C:10]1=[O:14].I[C:16]1[CH:21]=[CH:20][CH:19]=[CH:18][CH:17]=1.C(O)CO. The yield is 0.500. The product is [C:16]1([N:9]2[CH2:13][CH2:12][CH2:11][C:10]2=[O:14])[CH:21]=[CH:20][CH:19]=[CH:18][CH:17]=1. (2) The reactants are [Cl:1][C:2]1[N:7]=[C:6]([C:8]2[C:16]3[C:11](=[CH:12][CH:13]=[C:14]([C:17]4[O:21][C:20]([NH:22]CC5C=CC(OC)=CC=5)=[N:19][N:18]=4)[CH:15]=3)[N:10]([S:32]([C:35]3[CH:41]=[CH:40][C:38]([CH3:39])=[CH:37][CH:36]=3)(=[O:34])=[O:33])[CH:9]=2)[CH:5]=[N:4][CH:3]=1.C(O)(C(F)(F)F)=O. No catalyst specified. The product is [Cl:1][C:2]1[N:7]=[C:6]([C:8]2[C:16]3[C:11](=[CH:12][CH:13]=[C:14]([C:17]4[O:21][C:20]([NH2:22])=[N:19][N:18]=4)[CH:15]=3)[N:10]([S:32]([C:35]3[CH:41]=[CH:40][C:38]([CH3:39])=[CH:37][CH:36]=3)(=[O:34])=[O:33])[CH:9]=2)[CH:5]=[N:4][CH:3]=1. The yield is 0.890. (3) The reactants are [Cl:1][C:2]1[N:7]=[C:6]([NH:8][C:9]2[CH:10]=[C:11]([CH:29]=[CH:30][CH:31]=2)[C:12]([NH:14][C:15]2[CH:16]=[C:17]([NH:21]C(=O)OC(C)(C)C)[CH:18]=[CH:19][CH:20]=2)=[O:13])[C:5]([Cl:32])=[CH:4][N:3]=1.Cl. The catalyst is COCCO.O1CCOCC1. The product is [ClH:1].[Cl:32][C:5]1[CH:4]=[N:3][C:2]2[NH:21][C:17]3[CH:18]=[CH:19][CH:20]=[C:15]([CH:16]=3)[NH:14][C:12](=[O:13])[C:11]3[CH:10]=[C:9]([NH:8][C:6]=1[N:7]=2)[CH:31]=[CH:30][CH:29]=3. The yield is 0.140. (4) The reactants are C([NH:8][CH2:9][CH2:10][C:11]([OH:13])=[O:12])(OC(C)(C)C)=O.[CH3:14][C@@H:15]1[C@:32]([OH:37])([C:33]([CH2:35][OH:36])=[O:34])[C@:31]2([CH3:38])[C@H:17]([C@H:18]3[C@:28]([F:40])([C@@H:29]([OH:39])[CH2:30]2)[C@:27]2([CH3:41])[C:21](=[CH:22][C:23]([CH:25]=[CH:26]2)=[O:24])[CH2:20][CH2:19]3)[CH2:16]1.[ClH:42].C(OCC)(=O)C. The catalyst is O1CCCC1. The product is [NH2:8][CH2:9][CH2:10][C:11]([OH:13])=[O:12].[CH3:14][C@@H:15]1[C@:32]([OH:37])([C:33]([CH2:35][OH:36])=[O:34])[C@:31]2([CH3:38])[C@H:17]([C@H:18]3[C@:28]([F:40])([C@@H:29]([OH:39])[CH2:30]2)[C@:27]2([CH3:41])[C:21](=[CH:22][C:23]([CH:25]=[CH:26]2)=[O:24])[CH2:20][CH2:19]3)[CH2:16]1.[ClH:42]. The yield is 0.730.